This data is from Reaction yield outcomes from USPTO patents with 853,638 reactions. The task is: Predict the reaction yield, written as a fraction of the theoretical maximum amount of product (1.0 means a 100% yield; for example, 0.34 means a 34% yield). (1) The reactants are CN(C(ON1N=NC2C=CC=NC1=2)=[N+](C)C)C.F[P-](F)(F)(F)(F)F.[F:25][C:26]1[CH:31]=[CH:30][C:29]([C:32]2[C:33]([C:42]([OH:44])=O)=[CH:34][C:35]([S:38]([CH3:41])(=[O:40])=[O:39])=[CH:36][CH:37]=2)=[CH:28][CH:27]=1.CCN(C(C)C)C(C)C.[N:54]1([C:59]2[CH:64]=[CH:63][C:62]([N:65]3[CH2:70][CH2:69][NH:68][CH2:67][CH2:66]3)=[CH:61][CH:60]=2)[CH:58]=[CH:57][CH:56]=[N:55]1. The catalyst is CN(C=O)C. The product is [F:25][C:26]1[CH:27]=[CH:28][C:29]([C:32]2[CH:37]=[CH:36][C:35]([S:38]([CH3:41])(=[O:39])=[O:40])=[CH:34][C:33]=2[C:42]([N:68]2[CH2:69][CH2:70][N:65]([C:62]3[CH:61]=[CH:60][C:59]([N:54]4[CH:58]=[CH:57][CH:56]=[N:55]4)=[CH:64][CH:63]=3)[CH2:66][CH2:67]2)=[O:44])=[CH:30][CH:31]=1. The yield is 0.680. (2) The catalyst is ClCCl. The reactants are [CH3:1][O:2][CH2:3][C:4]1[N:9]=[CH:8][N:7]=[C:6](O)[CH:5]=1.P(Cl)(Cl)([Cl:13])=O. The yield is 0.770. The product is [Cl:13][C:6]1[CH:5]=[C:4]([CH2:3][O:2][CH3:1])[N:9]=[CH:8][N:7]=1. (3) The reactants are CN(C(ON1N=NC2C=CC=NC1=2)=[N+](C)C)C.F[P-](F)(F)(F)(F)F.[I:25][C:26]1[NH:30][C:29]([C@@H:31]2[CH2:36][C@@H:35]3[C@@H:33]([CH2:34]3)[NH:32]2)=[N:28][CH:27]=1.[CH3:37][O:38][C:39]([NH:41][C@@H:42]([CH:46]1[CH2:51][CH2:50][O:49][CH2:48][CH2:47]1)[C:43](O)=[O:44])=[O:40].CCN(C(C)C)C(C)C. The catalyst is CN(C=O)C.CO.O.CO.C(Cl)Cl. The product is [I:25][C:26]1[NH:30][C:29]([C@@H:31]2[CH2:36][C@@H:35]3[C@@H:33]([CH2:34]3)[N:32]2[C:43](=[O:44])[C@@H:42]([NH:41][C:39](=[O:40])[O:38][CH3:37])[CH:46]2[CH2:51][CH2:50][O:49][CH2:48][CH2:47]2)=[N:28][CH:27]=1. The yield is 0.421.